Dataset: Full USPTO retrosynthesis dataset with 1.9M reactions from patents (1976-2016). Task: Predict the reactants needed to synthesize the given product. (1) The reactants are: N[CH2:2][CH2:3][C:4]1([CH2:10][CH2:11][N:12]2[CH2:17][CH2:16][CH:15]([N:18]([C:26]3[CH:31]=[CH:30][C:29]([CH3:32])=[CH:28][N:27]=3)[C:19]([C:21]3[O:22][CH:23]=[CH:24][CH:25]=3)=[O:20])[CH2:14][CH2:13]2)[CH2:9][CH2:8][CH2:7][CH2:6][CH2:5]1.[C:33]([O:37][C:38]([NH:40][C:41](=[N:44][C:45]([O:47][C:48]([CH3:51])([CH3:50])[CH3:49])=[O:46])SC)=[O:39])([CH3:36])([CH3:35])[CH3:34].C([N:55](CC)C(C)C)(C)C.ClCCl. Given the product [C:33]([O:37][C:38]([N:40]([CH2:2][CH2:3][C:4]1([CH2:10][CH2:11][N:12]2[CH2:13][CH2:14][CH:15]([N:18]([C:26]3[CH:31]=[CH:30][C:29]([CH3:32])=[CH:28][N:27]=3)[C:19]([C:21]3[O:22][CH:23]=[CH:24][CH:25]=3)=[O:20])[CH2:16][CH2:17]2)[CH2:9][CH2:8][CH2:7][CH2:6][CH2:5]1)[C:41]([NH2:55])=[N:44][C:45]([O:47][C:48]([CH3:51])([CH3:50])[CH3:49])=[O:46])=[O:39])([CH3:36])([CH3:35])[CH3:34], predict the reactants needed to synthesize it. (2) Given the product [Cl:1][C:2]1[CH:11]=[C:10]([CH:12]([NH2:33])[CH3:13])[C:9]([N:15]2[CH2:20][CH2:19][N:18]([C:21]([CH:23]3[CH2:26][CH2:25][CH2:24]3)=[O:22])[CH2:17][CH2:16]2)=[C:8]2[C:3]=1[CH:4]=[CH:5][CH:6]=[N:7]2, predict the reactants needed to synthesize it. The reactants are: [Cl:1][C:2]1[CH:11]=[C:10]([C:12](=O)[CH3:13])[C:9]([N:15]2[CH2:20][CH2:19][N:18]([C:21]([CH:23]3[CH2:26][CH2:25][CH2:24]3)=[O:22])[CH2:17][CH2:16]2)=[C:8]2[C:3]=1[CH:4]=[CH:5][CH:6]=[N:7]2.C([O-])(=O)C.[NH4+].C([BH3-])#[N:33].[Na+].O1CCCC1. (3) Given the product [CH2:18]([N:17]([CH3:16])[C:13](=[O:15])[CH2:12][CH2:11][NH:10][C:5]1[CH:6]=[CH:7][CH:8]=[CH:9][C:4]=1[N+:1]([O-:3])=[O:2])[C:19]1[CH:24]=[CH:23][CH:22]=[CH:21][CH:20]=1, predict the reactants needed to synthesize it. The reactants are: [N+:1]([C:4]1[CH:9]=[CH:8][CH:7]=[CH:6][C:5]=1[NH:10][CH2:11][CH2:12][C:13]([OH:15])=O)([O-:3])=[O:2].[CH3:16][NH:17][CH2:18][C:19]1[CH:24]=[CH:23][CH:22]=[CH:21][CH:20]=1.C(N(C(C)C)CC)(C)C. (4) The reactants are: [NH:1]1[C:9]2[C:4](=[CH:5][CH:6]=[CH:7][CH:8]=2)[C:3]([CH2:10][CH2:11][C:12](O)=O)=[CH:2]1.[CH3:15][NH:16][C:17]1[CH:22]=[CH:21][CH:20]=[CH:19][C:18]=1[NH2:23]. Given the product [NH:1]1[C:9]2[C:4](=[CH:5][CH:6]=[CH:7][CH:8]=2)[C:3]([CH2:10][CH2:11][C:12]2[N:16]([CH3:15])[C:17]3[CH:22]=[CH:21][CH:20]=[CH:19][C:18]=3[N:23]=2)=[CH:2]1, predict the reactants needed to synthesize it. (5) Given the product [CH2:1]([O:8][C:9](=[O:10])[NH:11][C@H:12]([C:13]([NH:36][CH2:35][CH:34]([OH:37])[CH2:33][NH:32][C:31]([O:30][C:26]([CH3:28])([CH3:27])[CH3:29])=[O:38])=[O:15])[CH2:16][CH2:17][NH:18][C:19]([O:21][C:22]([CH3:25])([CH3:24])[CH3:23])=[O:20])[C:2]1[CH:3]=[CH:4][CH:5]=[CH:6][CH:7]=1, predict the reactants needed to synthesize it. The reactants are: [CH2:1]([O:8][C:9]([NH:11][C@@H:12]([CH2:16][CH2:17][NH:18][C:19]([O:21][C:22]([CH3:25])([CH3:24])[CH3:23])=[O:20])[C:13]([OH:15])=O)=[O:10])[C:2]1[CH:7]=[CH:6][CH:5]=[CH:4][CH:3]=1.[C:26]([O:30][C:31](=[O:38])[NH:32][CH2:33][CH:34]([OH:37])[CH2:35][NH2:36])([CH3:29])([CH3:28])[CH3:27].C(Cl)CCl.C1C=CC2N(O)N=NC=2C=1.